From a dataset of Forward reaction prediction with 1.9M reactions from USPTO patents (1976-2016). Predict the product of the given reaction. (1) Given the reactants [F:1][C:2]([F:20])([F:19])[C:3]1[CH:8]=[CH:7][C:6]([C@@H:9]2[C:18]3[N:17]=[CH:16][CH:15]=[CH:14][C:13]=3[CH2:12][CH2:11][NH:10]2)=[CH:5][CH:4]=1.[N:21]([C:24]1[CH:29]=[CH:28][C:27]([C:30]([F:33])([F:32])[F:31])=[CH:26][CH:25]=1)=[C:22]=[O:23], predict the reaction product. The product is: [F:31][C:30]([F:32])([F:33])[C:27]1[CH:26]=[CH:25][C:24]([NH:21][C:22]([N:10]2[C@H:9]([C:6]3[CH:7]=[CH:8][C:3]([C:2]([F:1])([F:19])[F:20])=[CH:4][CH:5]=3)[C:18]3[N:17]=[CH:16][CH:15]=[CH:14][C:13]=3[CH2:12][CH2:11]2)=[O:23])=[CH:29][CH:28]=1. (2) Given the reactants Cl[CH2:2][C:3]1[N:4]=[C:5]2[CH:10]=[CH:9][CH:8]=[CH:7][N:6]2[CH:11]=1.[CH3:12][OH:13].C[O-].[Na+], predict the reaction product. The product is: [CH3:12][O:13][CH2:2][C:3]1[N:4]=[C:5]2[CH:10]=[CH:9][CH:8]=[CH:7][N:6]2[CH:11]=1. (3) The product is: [N:5]([C:4]1[CH:6]=[CH:7][C:8]([N:9]2[CH2:14][CH2:13][O:12][CH2:11][C:10]2=[O:15])=[C:2]([CH3:1])[CH:3]=1)=[N+:20]=[N-:21]. Given the reactants [CH3:1][C:2]1[CH:3]=[C:4]([CH:6]=[CH:7][C:8]=1[N:9]1[CH2:14][CH2:13][O:12][CH2:11][C:10]1=[O:15])[NH2:5].N([O-])=O.[K+].[N-:20]=[N+:21]=[N-].[Na+], predict the reaction product. (4) Given the reactants C([O:3][C:4](=[O:28])/[CH:5]=[CH:6]/[C:7]([N:9]1[C:14]2[CH:15]=[CH:16][CH:17]=[C:18]([CH:19]3[CH2:24][CH2:23][CH2:22][CH2:21][CH2:20]3)[C:13]=2[O:12][CH:11]([CH:25]([CH3:27])[CH3:26])[CH2:10]1)=[O:8])C.[OH-].[Na+], predict the reaction product. The product is: [CH:19]1([C:18]2[C:13]3[O:12][CH:11]([CH:25]([CH3:27])[CH3:26])[CH2:10][N:9]([C:7](=[O:8])/[CH:6]=[CH:5]/[C:4]([OH:28])=[O:3])[C:14]=3[CH:15]=[CH:16][CH:17]=2)[CH2:20][CH2:21][CH2:22][CH2:23][CH2:24]1. (5) Given the reactants [NH2:1][C:2]1[N:10]=[CH:9][CH:8]=[CH:7][C:3]=1[C:4]([OH:6])=O.[CH3:11][NH2:12].[CH:13]1([N:17]2[CH2:22][CH2:21][CH:20]([O:23][C:24]3[CH:31]=[CH:30][C:27]([CH:28]=O)=[CH:26][CH:25]=3)[CH2:19][CH2:18]2)[CH2:16][CH2:15][CH2:14]1, predict the reaction product. The product is: [CH:13]1([N:17]2[CH2:22][CH2:21][CH:20]([O:23][C:24]3[CH:31]=[CH:30][C:27]([C:28]4[N:12]([CH3:11])[C:4](=[O:6])[C:3]5[CH:7]=[CH:8][CH:9]=[N:10][C:2]=5[N:1]=4)=[CH:26][CH:25]=3)[CH2:19][CH2:18]2)[CH2:16][CH2:15][CH2:14]1. (6) Given the reactants Cl.[OH:2][CH:3]([CH2:7][C:8]1[CH:13]=[CH:12][CH:11]=[CH:10][CH:9]=1)[C:4]([OH:6])=[O:5].[CH3:14]O, predict the reaction product. The product is: [CH3:14][O:5][C:4](=[O:6])[CH:3]([OH:2])[CH2:7][C:8]1[CH:13]=[CH:12][CH:11]=[CH:10][CH:9]=1.